Dataset: Catalyst prediction with 721,799 reactions and 888 catalyst types from USPTO. Task: Predict which catalyst facilitates the given reaction. (1) Reactant: [Cl:1][C:2]1[N:7]=[C:6](Cl)[C:5]([N+:9]([O-:11])=[O:10])=[CH:4][N:3]=1.C(N(C(C)C)CC)(C)C.[Cl:21][C:22]1[CH:29]=[CH:28][C:27]([Cl:30])=[CH:26][C:23]=1[CH2:24][NH2:25].O. Product: [Cl:21][C:22]1[CH:29]=[CH:28][C:27]([Cl:30])=[CH:26][C:23]=1[CH2:24][NH:25][C:6]1[C:5]([N+:9]([O-:11])=[O:10])=[CH:4][N:3]=[C:2]([Cl:1])[N:7]=1. The catalyst class is: 1. (2) Reactant: Br[CH2:2][CH2:3][CH2:4][CH2:5][CH2:6][CH2:7][CH2:8][CH2:9][CH2:10][OH:11].[K].[C:13]1(=[O:23])[NH:17][C:16](=[O:18])[C:15]2=[CH:19][CH:20]=[CH:21][CH:22]=[C:14]12. Product: [C:13]1(=[O:23])[N:17]([CH2:2][CH2:3][CH2:4][CH2:5][CH2:6][CH2:7][CH2:8][CH2:9][CH2:10][OH:11])[C:16](=[O:18])[C:15]2=[CH:19][CH:20]=[CH:21][CH:22]=[C:14]12. The catalyst class is: 3. (3) Reactant: C(OC([N:8]1[C@H:12]([C:13](=[O:44])[NH:14][C@:15]2([C:20]([NH:22][S:23]([C:26]3[CH:31]=[CH:30][CH:29]=[CH:28][C:27]=3[NH:32][CH2:33][CH2:34][O:35][CH2:36][CH2:37][CH2:38][O:39][CH2:40][C:41]([OH:43])=[O:42])(=[O:25])=[O:24])=[O:21])[CH2:17][C@H:16]2[CH:18]=[CH2:19])[CH2:11][C@@H:10]([O:45][C:46]([N:48]2[CH2:56][C:55]3[C:50](=[CH:51][CH:52]=[CH:53][C:54]=3[F:57])[CH2:49]2)=[O:47])[CH2:9]1)=O)(C)(C)C.C(O)(C(F)(F)F)=O. Product: [C:41]([CH2:40][O:39][CH2:38][CH2:37][CH2:36][O:35][CH2:34][CH2:33][NH:32][C:27]1[CH:28]=[CH:29][CH:30]=[CH:31][C:26]=1[S:23]([NH:22][C:20]([C@@:15]1([NH:14][C:13]([C@H:12]2[NH:8][CH2:9][C@H:10]([O:45][C:46]([N:48]3[CH2:56][C:55]4[C:50](=[CH:51][CH:52]=[CH:53][C:54]=4[F:57])[CH2:49]3)=[O:47])[CH2:11]2)=[O:44])[CH2:17][C@H:16]1[CH:18]=[CH2:19])=[O:21])(=[O:24])=[O:25])([OH:43])=[O:42]. The catalyst class is: 2.